From a dataset of Peptide-MHC class II binding affinity with 134,281 pairs from IEDB. Regression. Given a peptide amino acid sequence and an MHC pseudo amino acid sequence, predict their binding affinity value. This is MHC class II binding data. (1) The peptide sequence is EGRKVAIKGPLRISA. The MHC is DRB1_0901 with pseudo-sequence DRB1_0901. The binding affinity (normalized) is 0.555. (2) The peptide sequence is MAFLRSVSCLAAAVF. The MHC is DRB1_0301 with pseudo-sequence DRB1_0301. The binding affinity (normalized) is 0.234.